This data is from Forward reaction prediction with 1.9M reactions from USPTO patents (1976-2016). The task is: Predict the product of the given reaction. (1) Given the reactants [CH3:1][C:2]1[N:3]=[C:4]([CH:18]2[CH2:23][CH2:22][NH:21][CH2:20][CH2:19]2)[NH:5][C:6]=1[C:7]1[CH:12]=[CH:11][CH:10]=[C:9]([O:13][C:14]([F:17])([F:16])[F:15])[CH:8]=1.FC(F)(F)C(O)=O.[C:31]1([S:37]([N:40]2[C:44]3[N:45]=[CH:46][N:47]=[C:48](Cl)[C:43]=3[CH:42]=[C:41]2[I:50])(=[O:39])=[O:38])[CH:36]=[CH:35][CH:34]=[CH:33][CH:32]=1.C(=O)([O-])[O-].[K+].[K+], predict the reaction product. The product is: [C:31]1([S:37]([N:40]2[C:44]3[N:45]=[CH:46][N:47]=[C:48]([N:21]4[CH2:22][CH2:23][CH:18]([C:4]5[NH:5][C:6]([C:7]6[CH:12]=[CH:11][CH:10]=[C:9]([O:13][C:14]([F:15])([F:17])[F:16])[CH:8]=6)=[C:2]([CH3:1])[N:3]=5)[CH2:19][CH2:20]4)[C:43]=3[CH:42]=[C:41]2[I:50])(=[O:38])=[O:39])[CH:32]=[CH:33][CH:34]=[CH:35][CH:36]=1. (2) Given the reactants [Cl:1][C:2]1[CH:3]=[C:4]([C:12]2[S:13][C:14]([C:17]3[CH:22]=[CH:21][CH:20]=[C:19](/[CH:23]=[CH:24]/[O:25]C)[C:18]=3[CH2:27][CH3:28])=[N:15][N:16]=2)[CH:5]=[CH:6][C:7]=1[O:8][CH:9]([CH3:11])[CH3:10].Cl.O, predict the reaction product. The product is: [Cl:1][C:2]1[CH:3]=[C:4]([C:12]2[S:13][C:14]([C:17]3[C:18]([CH2:27][CH3:28])=[C:19]([CH2:23][CH:24]=[O:25])[CH:20]=[CH:21][CH:22]=3)=[N:15][N:16]=2)[CH:5]=[CH:6][C:7]=1[O:8][CH:9]([CH3:11])[CH3:10]. (3) Given the reactants [CH3:1][O:2][C:3](=[O:22])[CH2:4][CH2:5][C:6]([C:8]1[CH:13]=[CH:12][C:11]([O:14][CH:15]2[CH2:20][CH2:19][CH2:18][CH2:17][O:16]2)=[CH:10][C:9]=1[OH:21])=[O:7].[CH3:23]CN(CC)CC.[O:30](S(C(F)(F)F)(=O)=O)[S:31]([C:34]([F:37])([F:36])[F:35])(=O)=[O:32], predict the reaction product. The product is: [CH3:1][O:2][C:3](=[O:22])[CH2:4][CH2:5][C:6]([C:8]1[C:9]([O:21][S:31]([C:34]([F:37])([F:36])[F:35])(=[O:32])=[O:30])=[CH:10][C:11]([O:14][CH:15]2[CH2:20][CH2:19][CH2:18][CH2:17][O:16]2)=[CH:12][C:13]=1[CH3:23])=[O:7]. (4) The product is: [CH2:2]([N:9]1[CH2:14][CH2:13][N:12]([C:15]([O:17][C:18]2[C:42]3[C:43](=[O:44])/[C:39](=[CH:38]/[C:29]4[C:30]5[C:35](=[CH:34][CH:33]=[C:32]([O:36][CH3:37])[CH:31]=5)[N:27]([CH2:26][CH2:25][CH2:24][N:23]([CH3:22])[CH3:51])[CH:28]=4)/[O:40][C:41]=3[CH:48]=[C:47]([O:49][C:15]([N:12]3[CH2:13][CH2:14][N:9]([CH2:2][C:3]4[CH:8]=[CH:7][CH:6]=[CH:5][CH:4]=4)[CH2:10][CH2:11]3)=[O:16])[CH:46]=2)=[O:16])[CH2:11][CH2:10]1)[C:3]1[CH:8]=[CH:7][CH:6]=[CH:5][CH:4]=1. Given the reactants [Cl-].[CH2:2]([NH+:9]1[CH2:14][CH2:13][N:12]([C:15]([O:17][C:18](Cl)(Cl)Cl)=[O:16])[CH2:11][CH2:10]1)[C:3]1[CH:8]=[CH:7][CH:6]=[CH:5][CH:4]=1.[CH3:22][N:23]([CH3:51])[CH2:24][CH2:25][CH2:26][N:27]1[C:35]2[C:30](=[CH:31][C:32]([O:36][CH3:37])=[CH:33][CH:34]=2)[C:29](/[CH:38]=[C:39]2\[O:40][C:41]3[CH:48]=[C:47]([OH:49])[CH:46]=C(O)[C:42]=3[C:43]\2=[O:44])=[CH:28]1, predict the reaction product. (5) Given the reactants [O-:1][Mn](=O)(=O)=O.[K+].[Br:7][C:8]1[CH:9]=[C:10]([CH:14]=[C:15]([N+:18]([O-:20])=[O:19])[C:16]=1[CH3:17])[C:11]([OH:13])=[O:12].[OH2:21], predict the reaction product. The product is: [Br:7][C:8]1[CH:9]=[C:10]([C:11]([OH:13])=[O:12])[CH:14]=[C:15]([N+:18]([O-:20])=[O:19])[C:16]=1[C:17]([OH:1])=[O:21]. (6) Given the reactants [Cl:1][C:2]1[CH:7]=[C:6]([C:8]2[N:12]=[C:11]([C:13]3[N:14]=[C:15]4[C:20]([Cl:21])=[CH:19][C:18]([C:22]([F:25])([F:24])[F:23])=[CH:17][N:16]4[CH:26]=3)[O:10][N:9]=2)[C:5]([Cl:27])=[CH:4][C:3]=1[OH:28].[OH-].[Na+].[CH2:31]1[O:34][C@H:32]1[CH3:33], predict the reaction product. The product is: [Cl:1][C:2]1[CH:7]=[C:6]([C:8]2[N:12]=[C:11]([C:13]3[N:14]=[C:15]4[C:20]([Cl:21])=[CH:19][C:18]([C:22]([F:23])([F:25])[F:24])=[CH:17][N:16]4[CH:26]=3)[O:10][N:9]=2)[C:5]([Cl:27])=[CH:4][C:3]=1[O:28][CH2:31][C@@H:32]([OH:34])[CH3:33].